This data is from Experimentally validated miRNA-target interactions with 360,000+ pairs, plus equal number of negative samples. The task is: Binary Classification. Given a miRNA mature sequence and a target amino acid sequence, predict their likelihood of interaction. (1) Result: 1 (interaction). The protein sequence of the target gene is MAMRELNADSCSSPQMGAMWETSGSVKENSSQSKKYSTKIENLGPESACRHFWSFRYHEATGPLETISQLQKLCHQWLRPEIHSKEQILEMLVLEQFLSILPKETQNWVQKHHPQNVKQALVLVEFLQREPDGTKNEVTAHELGKEAVLLGGTAVAPGFKWKPAEPQPMGVFQKEYWNTYRVLQEQLGWNTHKETQPVYERAVHDQQMLALSEQKRIKHWKMASKLILPESLSLLTFEDVAVYFSEEEWQLLNPLEKTLYNDVMQDIYETVISLGLKLKNDTGNDHPISVSTSEIQTSGC.... The miRNA is hsa-miR-1255b-2-3p with sequence AACCACUUUCUUUGCUCAUCCA. (2) The miRNA is hsa-miR-520g-3p with sequence ACAAAGUGCUUCCCUUUAGAGUGU. The protein sequence of the target gene is MNETNKTLVGPSELPTASAVAPGPGTGARAWPVLVGFVLGAVVLSLLIALAAKCHLCRRYHASYRHRPLPETGRGGRPQVAEDEDDDGFIEDNYIQPGTGELGTEGSRDHFSL. Result: 1 (interaction). (3) The miRNA is rno-miR-292-5p with sequence ACUCAAACUGGGGGCUCUUUUG. The protein sequence of the target gene is MAKHGADEPSSRSGSPDREGRASEDRSLLHQRLAVRELIDTEVSYLHMLQLCASDIRSRLQQLPQGDLDVLFSNIDDIIKVNSRFLHDLQETASKEEEQVQLVGNIFLEFQEELEQVYKVYCASYDQALLLVDTYRKEPELQRHIQGIVEAVVPQAGSSGLSFLLVIPLQRITRYPLLLQKILENTVPDASAYPVLQRAVSALQDVNTNINEYKMRKEVASKYTKVEQLTLRERLARINTHTLSKKTTRLSQLLKQEAGLIPRTEDKEFDDLEERFQWVSLCVTELKNNVAAYLDNLQAF.... Result: 0 (no interaction). (4) The miRNA is hsa-miR-93-5p with sequence CAAAGUGCUGUUCGUGCAGGUAG. The protein sequence of the target gene is MEESHFNSNPYFWPSIPTVSGQIENTMFINKMKDQLLPEKGCGLAPPHYPTLLTVPASVSLPSGISMDTESKSDQLTPHSQASVTQNITVVPVPSTGLMTAGVSCSQRWRREGSQSRGPGLVITSPSGSLVTTASSAQTFPISAPMIVSALPPGSQALQVVPDLSKKVASTLTEEGGGGGGGGGSVAPKPPRGRKKKRMLESGLPEMNDPYVLSPEDDDDHQKDGKTYRCRMCSLTFYSKSEMQIHSKSHTETKPHKCPHCSKTFANSSYLAQHIRIHSGAKPYSCNFCEKSFRQLSHLQ.... Result: 1 (interaction). (5) The miRNA is mmu-miR-181a-5p with sequence AACAUUCAACGCUGUCGGUGAGU. The protein sequence of the target gene is MTDVETTYADFIASGRTGRRNAIHDILVSSASGNSNELALKLAGLDINKTEGEDDGQRSSTEQSGEAQGEAAKSES. Result: 1 (interaction). (6) The miRNA is hsa-miR-3613-5p with sequence UGUUGUACUUUUUUUUUUGUUC. The protein sequence of the target gene is MTAAAASNWGLITNIVNSIVGVSVLTMPFCFKQCGIVLGALLLVFCSWMTHQSCMFLVKSASLSKRRTYAGLAFHAYGKAGKMLVETSMIGLMLGTCIAFYVVIGDLGSNFFARLFGFQVGGTFRMFLLFAVSLCIVLPLSLQRNMMASIQSFSAMALLFYTVFMFVIVLSSLKHGLFSGQWLRRVSYVRWEGVFRCIPIFGMSFACQSQVLPTYDSLDEPSVKTMSSIFASSLNVVTTFYVMVGFFGYVSFTEATAGNVLMHFPSNLVTEMLRVGFMMSVAVGFPMMILPCRQALSTLL.... Result: 0 (no interaction). (7) The miRNA is hsa-miR-4718 with sequence AGCUGUACCUGAAACCAAGCA. The protein sequence of the target gene is MRSPGGILLQALPRLLQHAALPGLAELPARWALPRGAGGDGPADRLPRGGGASAAAAAAAASGALLGAYLERHGPPEASELPEPGGALAGGPGSGGGGVVVGVAEVRNWRCCCLGSTCWCRSLVLVCVLAALCFASLALVRRYLHHLLLWVESLDSLLGVLLFVVGFIVVSFPCGWGYIVLNVAAGYLYGFVLGMGLMMVGVLIGTFIAHVVCKRLLTAWVAARIQSSEKLSAVIRVVEGGSGLKVVALARLTPIPFGLQNAVFSITDLSLPNYLMASSVGLLPTQLLNSYLGTTLRTME.... Result: 1 (interaction). (8) The miRNA is hsa-miR-4652-3p with sequence GUUCUGUUAACCCAUCCCCUCA. The protein sequence of the target gene is MAHAHIQGGRRAKSRFVVCIMSGARSKLALFLCGCYVVALGAHTGEESVADHHEAEYYVAAVYEHPSILSLNPLALISRQEALELMNQNLDIYEQQVMTAAQKDVQIIVFPEDGIHGFNFTRTSIYPFLDFMPSPQVVRWNPCLEPHRFNDTEVLQRLSCMAIRGDMFLVANLGTKEPCHSSDPRCPKDGRYQFNTNVVFSNNGTLVDRYRKHNLYFEAAFDVPLKVDLITFDTPFAGRFGIFTCFDILFFDPAIRVLRDYKVKHVVYPTAWMNQLPLLAAIEIQKAFAVAFGINVLAAN.... Result: 1 (interaction). (9) The miRNA is hsa-miR-1252-3p with sequence CAAAUGAGCUUAAUUUCCUUUU. The protein sequence of the target gene is MVIRVYIASSSGSTAIKKKQQDVLGFLEANKIGFEEKDIAANEENRKWMRENVPENSRPATGYPLPPQIFNESQYRGDYDAFFEARENNAVYAFLGLTAPPGSKEAEVQAKQQA. Result: 0 (no interaction). (10) The miRNA is mmu-miR-693-5p with sequence CAGCCACAUCCGAAAGUUUUC. The protein sequence of the target gene is MKRVNSCVKDEEHVLEELETEGERQLKSLLQHQLDTSVSIEECVSKKKSFAPGTMYKPFGKEAAGTMTLSQFQTLHEKDQETASLRELGLNETEILIWKSHVSGEKRTKLRATPEAIQKRLEDIKERISERQRILCLPQRFSKSKQLTRREMEIEKSLFQGTDRHSFLKALYYQDEPPKKNKGDPMNNLEHFYRETIMKKRLEEFQLLRGESFACHSLVSAASVSGSGTAEKPSLLQDKGKQAAQGKGPRLHVAKLIDFPTEQYWTGPKTLKQPIEFIPEDEIQRNRLSEEEIRNIPMFS.... Result: 0 (no interaction).